Dataset: Full USPTO retrosynthesis dataset with 1.9M reactions from patents (1976-2016). Task: Predict the reactants needed to synthesize the given product. Given the product [CH3:1][O:2][C:3](=[O:18])[C:4]1[CH:5]=[CH:6][C:7]([C:10]2([C:16]3[NH:25][N:24]=[N:23][N:17]=3)[CH2:11][CH2:12][O:13][CH2:14][CH2:15]2)=[CH:8][CH:9]=1, predict the reactants needed to synthesize it. The reactants are: [CH3:1][O:2][C:3](=[O:18])[C:4]1[CH:9]=[CH:8][C:7]([C:10]2([C:16]#[N:17])[CH2:15][CH2:14][O:13][CH2:12][CH2:11]2)=[CH:6][CH:5]=1.C[Si]([N:23]=[N+:24]=[N-:25])(C)C.